This data is from Cav3 T-type calcium channel HTS with 100,875 compounds. The task is: Binary Classification. Given a drug SMILES string, predict its activity (active/inactive) in a high-throughput screening assay against a specified biological target. (1) The compound is Fc1ccc(CNCCNC(=O)c2occc2)cc1. The result is 0 (inactive). (2) The result is 0 (inactive). The compound is S1C(Cn2c1nnc2c1cc(NC(=O)C)ccc1)C. (3) The compound is O=C(Nc1cc2OCOc2cc1)CCN1CCc2c(C1)cccc2. The result is 0 (inactive). (4) The molecule is S(=O)(=O)(N1CCN=C(C=C1)C(F)(F)F)c1ccc(cc1)C. The result is 0 (inactive). (5) The compound is Brc1sc(S(=O)(=O)Nc2ccc(S(=O)(=O)N3CCCCC3)cc2)cc1. The result is 1 (active).